The task is: Regression. Given two drug SMILES strings and cell line genomic features, predict the synergy score measuring deviation from expected non-interaction effect.. This data is from NCI-60 drug combinations with 297,098 pairs across 59 cell lines. (1) Drug 1: C1CCN(CC1)CCOC2=CC=C(C=C2)C(=O)C3=C(SC4=C3C=CC(=C4)O)C5=CC=C(C=C5)O. Drug 2: CN(C(=O)NC(C=O)C(C(C(CO)O)O)O)N=O. Cell line: BT-549. Synergy scores: CSS=-4.93, Synergy_ZIP=3.78, Synergy_Bliss=2.44, Synergy_Loewe=-5.53, Synergy_HSA=-3.38. (2) Drug 1: CC(C)NC(=O)C1=CC=C(C=C1)CNNC.Cl. Drug 2: N.N.Cl[Pt+2]Cl. Cell line: HL-60(TB). Synergy scores: CSS=61.1, Synergy_ZIP=1.86, Synergy_Bliss=2.82, Synergy_Loewe=-3.62, Synergy_HSA=4.40. (3) Drug 1: C1=C(C(=O)NC(=O)N1)N(CCCl)CCCl. Drug 2: C1=NC(=NC(=O)N1C2C(C(C(O2)CO)O)O)N. Cell line: SK-MEL-5. Synergy scores: CSS=9.28, Synergy_ZIP=-4.06, Synergy_Bliss=1.32, Synergy_Loewe=-2.17, Synergy_HSA=-1.68.